This data is from Ames mutagenicity test results for genotoxicity prediction. The task is: Regression/Classification. Given a drug SMILES string, predict its toxicity properties. Task type varies by dataset: regression for continuous values (e.g., LD50, hERG inhibition percentage) or binary classification for toxic/non-toxic outcomes (e.g., AMES mutagenicity, cardiotoxicity, hepatotoxicity). Dataset: ames. (1) The drug is C=C1C(=O)OC2C1CCC(C)C1=CCC(=O)C12C. The result is 0 (non-mutagenic). (2) The compound is OC1c2cccc3ccc4c5ccccc5cc1c4c23. The result is 1 (mutagenic). (3) The molecule is O=C/C=C\c1ccco1. The result is 0 (non-mutagenic). (4) The drug is Cc1cc2c(c3ccc4ccccc4c13)CCC2=O. The result is 1 (mutagenic).